Dataset: Catalyst prediction with 721,799 reactions and 888 catalyst types from USPTO. Task: Predict which catalyst facilitates the given reaction. (1) Reactant: C[O:2][C:3](=[O:29])[C:4]1[CH:9]=[CH:8][CH:7]=[C:6]([NH:10][C:11]([C:13]2[CH:14]=[C:15]([C:19]3[CH:24]=[CH:23][C:22]([O:25][CH3:26])=[CH:21][C:20]=3[O:27][CH3:28])[CH:16]=[CH:17][CH:18]=2)=[O:12])[CH:5]=1. Product: [CH3:28][O:27][C:20]1[CH:21]=[C:22]([O:25][CH3:26])[CH:23]=[CH:24][C:19]=1[C:15]1[CH:16]=[CH:17][CH:18]=[C:13]([C:11]([NH:10][C:6]2[CH:5]=[C:4]([CH:9]=[CH:8][CH:7]=2)[C:3]([OH:29])=[O:2])=[O:12])[CH:14]=1. The catalyst class is: 23. (2) Product: [P:6]([O-:7])([O-:8])([O:13][CH2:14][C:15]([NH:18][C:19](=[O:20])[C:21]1[CH:26]=[CH:25][C:24]([S:27][C:28]2[CH:29]=[CH:30][C:31]([NH2:34])=[CH:32][CH:33]=2)=[C:23]([NH:42][C:43]2[C:44]3[CH:52]=[CH:51][C:50]([CH:53]([CH3:54])[CH3:55])=[N:49][C:45]=3[N:46]=[CH:47][N:48]=2)[CH:22]=1)([CH3:17])[CH3:16])=[O:5].[Na+:67].[Na+:67]. The catalyst class is: 4. Reactant: C([O:5][P:6]([O:13][CH2:14][C:15]([NH:18][C:19]([C:21]1[CH:26]=[CH:25][C:24]([S:27][C:28]2[CH:33]=[CH:32][C:31]([NH:34]C(=O)OC(C)(C)C)=[CH:30][CH:29]=2)=[C:23]([NH:42][C:43]2[C:44]3[CH:52]=[CH:51][C:50]([CH:53]([CH3:55])[CH3:54])=[N:49][C:45]=3[N:46]=[CH:47][N:48]=2)[CH:22]=1)=[O:20])([CH3:17])[CH3:16])([O:8]C(C)(C)C)=[O:7])(C)(C)C.FC(F)(F)C(O)=O.C(=O)([O-])O.[Na+:67]. (3) Reactant: [BH4-].[Li+].C[O:4][C:5]([C:7]1[N:12]=[C:11]([N:13]2[CH2:17][CH2:16][CH2:15][CH:14]2[C:18]2[O:22][N:21]=[C:20]([C:23]3[CH:28]=[CH:27][CH:26]=[CH:25][N:24]=3)[CH:19]=2)[N:10]=[C:9]([NH:29][C:30]2[CH:34]=[C:33]([CH3:35])[NH:32][N:31]=2)[CH:8]=1)=O.CO.Cl. Product: [OH:4][CH2:5][C:7]1[N:12]=[C:11]([N:13]2[CH2:17][CH2:16][CH2:15][CH:14]2[C:18]2[O:22][N:21]=[C:20]([C:23]3[CH:28]=[CH:27][CH:26]=[CH:25][N:24]=3)[CH:19]=2)[N:10]=[C:9]([NH:29][C:30]2[CH:34]=[C:33]([CH3:35])[NH:32][N:31]=2)[CH:8]=1. The catalyst class is: 523. (4) Reactant: [C:1]1(=[O:11])[NH:5][C:4](=[O:6])[C:3]2=[CH:7][CH:8]=[CH:9][CH:10]=[C:2]12.C(O[I:16](C1C=CC=CC=1)OC(=O)C)(=O)C.II. Product: [I:16][N:5]1[C:1](=[O:11])[C:2]2=[CH:10][CH:9]=[CH:8][CH:7]=[C:3]2[C:4]1=[O:6]. The catalyst class is: 23.